From a dataset of Catalyst prediction with 721,799 reactions and 888 catalyst types from USPTO. Predict which catalyst facilitates the given reaction. (1) Product: [OH:1][C:2]1[CH:3]=[CH:4][C:5]([CH:8]2[CH2:9][CH2:10][CH:11]([CH2:14][C:15]([O:17][CH3:18])=[O:16])[CH2:12][CH2:13]2)=[CH:6][CH:7]=1. The catalyst class is: 123. Reactant: [OH:1][C:2]1[CH:7]=[CH:6][C:5]([CH:8]2[CH2:13][CH2:12][C:11](=[CH:14][C:15]([O:17][CH3:18])=[O:16])[CH2:10][CH2:9]2)=[CH:4][CH:3]=1.[H][H]. (2) Reactant: [N:1]([O-])=O.[Na+].[Cl:5][C:6]1[CH:12]=[CH:11][CH:10]=[CH:9][C:7]=1[NH2:8].[CH2:13]([O:15][C:16](=[O:28])[CH2:17][C:18](=[O:27])[CH2:19][C:20]1[CH:25]=[CH:24][C:23]([Cl:26])=[CH:22][CH:21]=1)[CH3:14]. Product: [CH2:13]([O:15][C:16](=[O:28])[C:17](=[N:1][NH:8][C:7]1[CH:9]=[CH:10][CH:11]=[CH:12][C:6]=1[Cl:5])[C:18](=[O:27])[CH2:19][C:20]1[CH:21]=[CH:22][C:23]([Cl:26])=[CH:24][CH:25]=1)[CH3:14]. The catalyst class is: 211.